This data is from NCI-60 drug combinations with 297,098 pairs across 59 cell lines. The task is: Regression. Given two drug SMILES strings and cell line genomic features, predict the synergy score measuring deviation from expected non-interaction effect. (1) Drug 1: COC1=NC(=NC2=C1N=CN2C3C(C(C(O3)CO)O)O)N. Drug 2: CC1=C(C(=O)C2=C(C1=O)N3CC4C(C3(C2COC(=O)N)OC)N4)N. Cell line: A498. Synergy scores: CSS=24.8, Synergy_ZIP=-11.2, Synergy_Bliss=-2.79, Synergy_Loewe=-36.8, Synergy_HSA=-5.60. (2) Drug 2: CCCS(=O)(=O)NC1=C(C(=C(C=C1)F)C(=O)C2=CNC3=C2C=C(C=N3)C4=CC=C(C=C4)Cl)F. Drug 1: CC1=C2C(C(=O)C3(C(CC4C(C3C(C(C2(C)C)(CC1OC(=O)C(C(C5=CC=CC=C5)NC(=O)OC(C)(C)C)O)O)OC(=O)C6=CC=CC=C6)(CO4)OC(=O)C)OC)C)OC. Cell line: SR. Synergy scores: CSS=74.5, Synergy_ZIP=1.48, Synergy_Bliss=1.26, Synergy_Loewe=-4.16, Synergy_HSA=2.72. (3) Drug 1: CC1=C(N=C(N=C1N)C(CC(=O)N)NCC(C(=O)N)N)C(=O)NC(C(C2=CN=CN2)OC3C(C(C(C(O3)CO)O)O)OC4C(C(C(C(O4)CO)O)OC(=O)N)O)C(=O)NC(C)C(C(C)C(=O)NC(C(C)O)C(=O)NCCC5=NC(=CS5)C6=NC(=CS6)C(=O)NCCC[S+](C)C)O. Drug 2: CC1=C(C(=O)C2=C(C1=O)N3CC4C(C3(C2COC(=O)N)OC)N4)N. Cell line: NCI-H460. Synergy scores: CSS=66.2, Synergy_ZIP=-3.92, Synergy_Bliss=-4.93, Synergy_Loewe=-0.809, Synergy_HSA=1.57.